This data is from Catalyst prediction with 721,799 reactions and 888 catalyst types from USPTO. The task is: Predict which catalyst facilitates the given reaction. Reactant: [C:1]([O:5][C:6]([NH:8][C@@H:9]1[C@@H:14]([CH2:15][O:16][Si](C(C)(C)C)(C2C=CC=CC=2)C2C=CC=CC=2)[O:13][CH2:12][CH2:11][CH2:10]1)=[O:7])([CH3:4])([CH3:3])[CH3:2].CCCC[N+](CCCC)(CCCC)CCCC.[F-].[NH4+].[Cl-]. Product: [C:1]([O:5][C:6]([NH:8][C@@H:9]1[C@@H:14]([CH2:15][OH:16])[O:13][CH2:12][CH2:11][CH2:10]1)=[O:7])([CH3:4])([CH3:3])[CH3:2]. The catalyst class is: 1.